From a dataset of Reaction yield outcomes from USPTO patents with 853,638 reactions. Predict the reaction yield, written as a fraction of the theoretical maximum amount of product (1.0 means a 100% yield; for example, 0.34 means a 34% yield). (1) The reactants are C1(OC)C=CC=CC=1.[N+:9]([C:12]1[CH:28]=[CH:27][C:15]2[O:16][C:17]3[CH:23]=[C:22]([N+:24]([O-])=O)[CH:21]=[CH:20][C:18]=3[O:19][C:14]=2[CH:13]=1)([O-])=O.[H][H]. The catalyst is [Pd].C1COCC1. The product is [NH2:24][C:22]1[CH:21]=[CH:20][C:18]2[O:19][C:14]3[CH:13]=[C:12]([NH2:9])[CH:28]=[CH:27][C:15]=3[O:16][C:17]=2[CH:23]=1. The yield is 0.460. (2) The reactants are O[C:2]1([C:12]2[CH:19]=[CH:18][C:15]([C:16]#[N:17])=[CH:14][CH:13]=2)[CH2:11][CH2:10][C:5]2([O:9][CH2:8][CH2:7][O:6]2)[CH2:4][CH2:3]1.C(N(CC)CC)C.S(Cl)(C)(=O)=O. The catalyst is C(Cl)Cl. The product is [O:6]1[C:5]2([CH2:10][CH2:11][C:2]([C:12]3[CH:13]=[CH:14][C:15]([C:16]#[N:17])=[CH:18][CH:19]=3)=[CH:3][CH2:4]2)[O:9][CH2:8][CH2:7]1. The yield is 0.710.